From a dataset of Catalyst prediction with 721,799 reactions and 888 catalyst types from USPTO. Predict which catalyst facilitates the given reaction. (1) Reactant: Cl[C:2]1[N:7]=[CH:6][N:5]=[C:4]([NH:8][C:9]2[CH:14]=[CH:13][C:12]([P:15]([CH3:18])([CH3:17])=[O:16])=[CH:11][CH:10]=2)[N:3]=1.C(N(CC)CC)C.[NH2:26][CH2:27][CH2:28][C:29]1[C:37]2[C:32](=[CH:33][CH:34]=[CH:35][CH:36]=2)[NH:31][CH:30]=1. Product: [CH3:17][P:15]([C:12]1[CH:13]=[CH:14][C:9]([NH:8][C:4]2[N:3]=[C:2]([NH:26][CH2:27][CH2:28][C:29]3[C:37]4[C:32](=[CH:33][CH:34]=[CH:35][CH:36]=4)[NH:31][CH:30]=3)[N:7]=[CH:6][N:5]=2)=[CH:10][CH:11]=1)([CH3:18])=[O:16]. The catalyst class is: 8. (2) Reactant: FC(F)(F)C(O)=O.[NH2:8][C:9]1([C:21]([NH2:23])=[O:22])[CH2:17][C:16]2[C:11](=[CH:12][CH:13]=[C:14]([N+:18]([O-:20])=[O:19])[CH:15]=2)[CH2:10]1.[CH3:24][C:25]([CH3:30])([CH3:29])[C:26](Cl)=[O:27].C(N(CC)CC)C.[NH4+].[Cl-]. Product: [CH3:24][C:25]([CH3:30])([CH3:29])[C:26]([NH:8][C:9]1([C:21]([NH2:23])=[O:22])[CH2:17][C:16]2[C:11](=[CH:12][CH:13]=[C:14]([N+:18]([O-:20])=[O:19])[CH:15]=2)[CH2:10]1)=[O:27]. The catalyst class is: 1. (3) Reactant: [CH:1]([C:4]1[CH:9]=[CH:8][CH:7]=[CH:6][C:5]=1[NH:10][C:11]([NH:13]/[N:14]=[CH:15]/[C:16]1[CH:21]=[CH:20][C:19]([C:22]2[N:26]=[CH:25][N:24]([C:27]3[CH:32]=[CH:31][C:30]([O:33][C:34]([F:37])([F:36])[F:35])=[CH:29][CH:28]=3)[N:23]=2)=[CH:18][CH:17]=1)=[S:12])([CH3:3])[CH3:2].Cl[CH2:39][C:40](=[O:42])[CH3:41].C(N(CC)CC)C.O. Product: [CH:1]([C:4]1[CH:9]=[CH:8][CH:7]=[CH:6][C:5]=1[N:10]1[C:40]([CH3:41])([OH:42])[CH2:39][S:12]/[C:11]/1=[N:13]/[N:14]=[CH:15]\[C:16]1[CH:17]=[CH:18][C:19]([C:22]2[N:26]=[CH:25][N:24]([C:27]3[CH:28]=[CH:29][C:30]([O:33][C:34]([F:37])([F:35])[F:36])=[CH:31][CH:32]=3)[N:23]=2)=[CH:20][CH:21]=1)([CH3:3])[CH3:2]. The catalyst class is: 131. (4) Reactant: C[O:2][C:3](=[O:26])[CH2:4][C:5]1[C:6]([CH3:25])=[C:7]([S:14][C:15]2[CH:16]=[CH:17][CH:18]=[C:19]3[C:24]=2[N:23]=[CH:22][CH:21]=[CH:20]3)[N:8]2[C:13]=1[CH:12]=[CH:11][CH:10]=[CH:9]2.C(=O)([O-])[O-].[K+].[K+].ClC1C=C(C=CC=1)C(OO)=O. Product: [CH3:25][C:6]1[C:5]([CH2:4][C:3]([OH:26])=[O:2])=[C:13]2[N:8]([C:7]=1[S:14][C:15]1[CH:16]=[CH:17][CH:18]=[C:19]3[C:24]=1[N:23]=[CH:22][CH:21]=[CH:20]3)[CH:9]=[CH:10][CH:11]=[CH:12]2. The catalyst class is: 5. (5) Reactant: [H-].[Al+3].[Li+].[H-].[H-].[H-].[CH2:7]([N:14]1[CH2:19][CH2:18][CH:17]([CH2:20][C:21]([CH3:28])([CH3:27])[C:22](OCC)=[O:23])[CH2:16][CH2:15]1)[C:8]1[CH:13]=[CH:12][CH:11]=[CH:10][CH:9]=1.O. Product: [CH2:7]([N:14]1[CH2:19][CH2:18][CH:17]([CH2:20][C:21]([CH3:28])([CH3:27])[CH2:22][OH:23])[CH2:16][CH2:15]1)[C:8]1[CH:13]=[CH:12][CH:11]=[CH:10][CH:9]=1. The catalyst class is: 7. (6) Reactant: [C:1]([C:4]1[CH:5]=[C:6]([C:9]([O:11][C:12]([CH3:15])([CH3:14])[CH3:13])=[O:10])[S:7][CH:8]=1)(=[O:3])[CH3:2].[Br-:16].[Br-].[Br-].C1([N+](C)(C)C)C=CC=CC=1.C1([N+](C)(C)C)C=CC=CC=1.C1([N+](C)(C)C)C=CC=CC=1.O. Product: [Br:16][CH2:2][C:1]([C:4]1[CH:5]=[C:6]([C:9]([O:11][C:12]([CH3:15])([CH3:14])[CH3:13])=[O:10])[S:7][CH:8]=1)=[O:3]. The catalyst class is: 7.